This data is from Catalyst prediction with 721,799 reactions and 888 catalyst types from USPTO. The task is: Predict which catalyst facilitates the given reaction. Reactant: [NH2:1][C@H:2]([C:8]([OH:10])=[O:9])[CH2:3][CH2:4][CH2:5]CN.[O:11]=[C:12]1[O:18][C@H:17]([C@H:19]([CH3:21])[OH:20])[C:15]([O-:16])=[C:13]1[OH:14].Br[C@]1([C@H](C)O)OC(=O)C(O)=C1[O-].N1CCC[C@H]1C(O)=O. Product: [NH:1]1[CH2:5][CH2:4][CH2:3][C@H:2]1[C:8]([OH:10])=[O:9].[O:11]=[C:12]1[O:18][C@H:17]([C@H:19]([CH3:21])[OH:20])[C:15]([O-:16])=[C:13]1[OH:14]. The catalyst class is: 17.